This data is from Reaction yield outcomes from USPTO patents with 853,638 reactions. The task is: Predict the reaction yield, written as a fraction of the theoretical maximum amount of product (1.0 means a 100% yield; for example, 0.34 means a 34% yield). (1) The reactants are ClC(OCC)=O.[F:7][C:8]1[CH:13]=[CH:12][CH:11]=[CH:10][C:9]=1[NH:14][C:15]1[O:19][C:18]([C:20]([NH:22][C:23]2[CH:28]=[CH:27][C:26]([C@H:29]3[CH2:34][CH2:33][C@H:32]([CH2:35][C:36]([OH:38])=O)[CH2:31][CH2:30]3)=[CH:25][CH:24]=2)=[O:21])=[N:17][N:16]=1.C[N:40]1CCOCC1.N. The catalyst is C(Cl)Cl.CO. The product is [NH2:40][C:36](=[O:38])[CH2:35][C@H:32]1[CH2:33][CH2:34][C@H:29]([C:26]2[CH:25]=[CH:24][C:23]([NH:22][C:20]([C:18]3[O:19][C:15]([NH:14][C:9]4[CH:10]=[CH:11][CH:12]=[CH:13][C:8]=4[F:7])=[N:16][N:17]=3)=[O:21])=[CH:28][CH:27]=2)[CH2:30][CH2:31]1. The yield is 0.710. (2) The reactants are [CH:1]1([N:6]2[C:14]3[CH:13]=[C:12]([C:15]4[CH:20]=[CH:19][C:18]([OH:21])=[CH:17][CH:16]=4)[CH:11]=[C:10]([C:22]([O:24][CH3:25])=[O:23])[C:9]=3[CH:8]=[N:7]2)[CH2:5][CH2:4][CH2:3][CH2:2]1.Br[CH2:27][CH2:28][CH2:29][OH:30].C([O-])([O-])=O.[K+].[K+].O. The catalyst is CN(C=O)C. The product is [CH:1]1([N:6]2[C:14]3[CH:13]=[C:12]([C:15]4[CH:20]=[CH:19][C:18]([O:21][CH2:27][CH2:28][CH2:29][OH:30])=[CH:17][CH:16]=4)[CH:11]=[C:10]([C:22]([O:24][CH3:25])=[O:23])[C:9]=3[CH:8]=[N:7]2)[CH2:2][CH2:3][CH2:4][CH2:5]1. The yield is 0.682. (3) The reactants are Cl.[CH2:2]([O:9][NH2:10])[C:3]1[CH:8]=[CH:7][CH:6]=[CH:5][CH:4]=1.[CH3:11][O:12][C:13]1[CH:18]=[CH:17][C:16]([S:19](Cl)(=[O:21])=[O:20])=[CH:15][CH:14]=1.C(N(C(C)C)CC)(C)C.S(Cl)(Cl)(=O)=O. The catalyst is C1COCC1. The product is [CH2:2]([O:9][NH:10][S:19]([C:16]1[CH:15]=[CH:14][C:13]([O:12][CH3:11])=[CH:18][CH:17]=1)(=[O:21])=[O:20])[C:3]1[CH:8]=[CH:7][CH:6]=[CH:5][CH:4]=1. The yield is 0.760.